From a dataset of Forward reaction prediction with 1.9M reactions from USPTO patents (1976-2016). Predict the product of the given reaction. (1) Given the reactants [N:1]1[N:2]([C:6]2[CH:11]=[CH:10][CH:9]=[CH:8][C:7]=2[C:12]([N:14]2[CH2:19][C@H:18]([OH:20])[CH2:17][CH2:16][C@H:15]2[CH3:21])=[O:13])[N:3]=[CH:4][CH:5]=1.[H-].[Na+].F[C:25]1[CH:30]=[C:29]([C:31]2([OH:35])[CH2:34][CH2:33][CH2:32]2)[CH:28]=[CH:27][N:26]=1, predict the reaction product. The product is: [CH3:21][C@H:15]1[N:14]([C:12]([C:7]2[CH:8]=[CH:9][CH:10]=[CH:11][C:6]=2[N:2]2[N:3]=[CH:4][CH:5]=[N:1]2)=[O:13])[CH2:19][C@H:18]([O:20][C:27]2[CH:28]=[C:29]([C:31]3([OH:35])[CH2:34][CH2:33][CH2:32]3)[CH:30]=[CH:25][N:26]=2)[CH2:17][CH2:16]1. (2) Given the reactants [CH2:1]([O:3][C:4]([N:6]1[C:15]2[C:10](=[N:11][C:12]([O:16][CH3:17])=[CH:13][CH:14]=2)[C@@H:9]([NH:18][CH:19]([C:32]2[N:37]=[CH:36][C:35]([CH:38]=[CH:39][C:40]([O:42]CC3C=CC=CC=3)=[O:41])=[CH:34][N:33]=2)[C:20]2[CH:25]=[C:24]([C:26]([F:29])([F:28])[F:27])[CH:23]=[C:22]([C:30]#[N:31])[CH:21]=2)[CH2:8][C@H:7]1[CH2:50][CH3:51])=[O:5])[CH3:2], predict the reaction product. The product is: [CH2:1]([O:3][C:4]([N:6]1[C:15]2[C:10](=[N:11][C:12]([O:16][CH3:17])=[CH:13][CH:14]=2)[C@@H:9]([NH:18][CH:19]([C:32]2[N:33]=[CH:34][C:35]([CH2:38][CH2:39][C:40]([OH:42])=[O:41])=[CH:36][N:37]=2)[C:20]2[CH:25]=[C:24]([C:26]([F:29])([F:27])[F:28])[CH:23]=[C:22]([C:30]#[N:31])[CH:21]=2)[CH2:8][C@H:7]1[CH2:50][CH3:51])=[O:5])[CH3:2]. (3) Given the reactants [CH2:1]1[C:11]2=[C:12]3[C:7](=[CH:8][CH:9]=[CH:10]2)[C:6]([NH2:13])=[CH:5][CH:4]=[C:3]3[CH2:2]1.C(N(CC)CC)C.[C:21]([C:25]1[CH:32]=[CH:31][C:28]([CH2:29]Br)=[CH:27][CH:26]=1)([CH3:24])([CH3:23])[CH3:22], predict the reaction product. The product is: [CH2:1]1[C:11]2=[C:12]3[C:7](=[CH:8][CH:9]=[CH:10]2)[C:6]([NH:13][CH2:29][C:28]2[CH:31]=[CH:32][C:25]([C:21]([CH3:24])([CH3:23])[CH3:22])=[CH:26][CH:27]=2)=[CH:5][CH:4]=[C:3]3[CH2:2]1. (4) The product is: [F:24][C:20]1([F:23])[CH2:21][CH2:22][N:18]([C:16]([CH:14]2[NH:13][CH2:12][CH:11]([CH2:10][NH:9][C:7](=[O:8])[C:6]3[CH:5]=[C:4]([CH:27]=[CH:26][CH:25]=3)[C:3]([OH:28])=[O:2])[CH2:15]2)=[O:17])[CH2:19]1. Given the reactants C[O:2][C:3](=[O:28])[C:4]1[CH:27]=[CH:26][CH:25]=[C:6]([C:7]([NH:9][CH2:10][C@H:11]2[CH2:15][C@@H:14]([C:16]([N:18]3[CH2:22][CH2:21][C:20]([F:24])([F:23])[CH2:19]3)=[O:17])[NH:13][CH2:12]2)=[O:8])[CH:5]=1.[Li+].[OH-].FC(F)(F)C(O)=O, predict the reaction product.